Dataset: Full USPTO retrosynthesis dataset with 1.9M reactions from patents (1976-2016). Task: Predict the reactants needed to synthesize the given product. (1) Given the product [NH2:13][C:12]1[C:4]([NH2:1])=[CH:5][C:6]2[NH:10][CH:9]=[N:8][C:7]=2[CH:11]=1, predict the reactants needed to synthesize it. The reactants are: [N+:1]([C:4]1[C:12]([N+:13]([O-])=O)=[CH:11][C:7]2[NH:8][CH:9]=[N:10][C:6]=2[CH:5]=1)([O-])=O.[H][H]. (2) The reactants are: O=[C:2]1[CH2:7][CH2:6][CH:5]([N:8]2[C:13](=[O:14])[C:12]([CH2:15][C:16]3[CH:21]=[CH:20][C:19]([C:22]4[CH:27]=[CH:26][CH:25]=[CH:24][C:23]=4[C:28]4[NH:32][C:31](=[O:33])[O:30][N:29]=4)=[CH:18][CH:17]=3)=[C:11]([CH2:34][CH2:35][CH3:36])[N:10]3[N:37]=[CH:38][N:39]=[C:9]23)[CH2:4][CH2:3]1.Cl.[NH2:41][O:42][CH3:43].N1C=CC=CC=1.Cl. Given the product [CH3:43][O:42][N:41]=[C:2]1[CH2:3][CH2:4][CH:5]([N:8]2[C:13](=[O:14])[C:12]([CH2:15][C:16]3[CH:21]=[CH:20][C:19]([C:22]4[CH:27]=[CH:26][CH:25]=[CH:24][C:23]=4[C:28]4[NH:32][C:31](=[O:33])[O:30][N:29]=4)=[CH:18][CH:17]=3)=[C:11]([CH2:34][CH2:35][CH3:36])[N:10]3[N:37]=[CH:38][N:39]=[C:9]23)[CH2:6][CH2:7]1, predict the reactants needed to synthesize it. (3) The reactants are: [F:1][C:2]1[CH:3]=[C:4]([NH:35][C:36]2[N:51]=[CH:50][CH:49]=[CH:48][C:37]=2[C:38]([NH:40][C:41]2[CH:46]=[CH:45][C:44]([F:47])=[CH:43][CH:42]=2)=[O:39])[CH:5]=[CH:6][C:7]=1[O:8][C:9]1[CH:14]=[CH:13][N:12]=[C:11]2[N:15]([CH2:26][C:27]3[CH:32]=[CH:31][C:30]([O:33][CH3:34])=[CH:29][CH:28]=3)[N:16]=[C:17]([O:18][CH2:19][CH:20]3[CH2:25][CH2:24][NH:23][CH2:22][CH2:21]3)[C:10]=12.[CH:52](=O)[CH3:53].C(O[BH-](OC(=O)C)OC(=O)C)(=O)C.[Na+].O. Given the product [CH2:52]([N:23]1[CH2:24][CH2:25][CH:20]([CH2:19][O:18][C:17]2[C:10]3[C:11](=[N:12][CH:13]=[CH:14][C:9]=3[O:8][C:7]3[CH:6]=[CH:5][C:4]([NH:35][C:36]4[N:51]=[CH:50][CH:49]=[CH:48][C:37]=4[C:38]([NH:40][C:41]4[CH:42]=[CH:43][C:44]([F:47])=[CH:45][CH:46]=4)=[O:39])=[CH:3][C:2]=3[F:1])[N:15]([CH2:26][C:27]3[CH:28]=[CH:29][C:30]([O:33][CH3:34])=[CH:31][CH:32]=3)[N:16]=2)[CH2:21][CH2:22]1)[CH3:53], predict the reactants needed to synthesize it. (4) Given the product [NH2:1][C:2]1[C:7]([C:8]#[N:9])=[CH:6][N:5]=[C:4]([C:11]2[CH:16]=[CH:15][CH:14]=[CH:13][CH:12]=2)[N:3]=1, predict the reactants needed to synthesize it. The reactants are: [NH2:1][C:2]1[C:7]([C:8]#[N:9])=[CH:6][N:5]=[C:4](Cl)[N:3]=1.[C:11]1(B(O)O)[CH:16]=[CH:15][CH:14]=[CH:13][CH:12]=1.P([O-])([O-])([O-])=O.[K+].[K+].[K+]. (5) Given the product [CH3:1][O:2][C:3]1[C:4]([CH3:34])=[C:5]([C:25]([O:32][CH3:33])=[C:26]([O:30][CH3:31])[C:27]=1[O:28][CH3:29])[CH2:6][C:7]1[CH:8]=[CH:9][C:10]([C:17]2[CH:18]=[CH:19][C:20]([O:23][CH3:24])=[CH:21][CH:22]=2)=[C:11]([CH:16]=1)[C:12]([OH:14])=[O:13], predict the reactants needed to synthesize it. The reactants are: [CH3:1][O:2][C:3]1[C:4]([CH3:34])=[C:5]([C:25]([O:32][CH3:33])=[C:26]([O:30][CH3:31])[C:27]=1[O:28][CH3:29])[CH2:6][C:7]1[CH:8]=[CH:9][C:10]([C:17]2[CH:22]=[CH:21][C:20]([O:23][CH3:24])=[CH:19][CH:18]=2)=[C:11]([CH:16]=1)[C:12]([O:14]C)=[O:13]. (6) Given the product [C:54]([N:50]([CH3:49])[CH:51]1[CH2:52][CH2:18][N:13]2[C:14](=[O:17])[C:15]([OH:16])=[C:10]([C:8]([NH:7][CH2:6][C:5]3[CH:24]=[CH:25][C:2]([F:1])=[CH:3][CH:4]=3)=[O:9])[N:11]=[C:12]2[CH2:53]1)(=[O:26])[CH3:56], predict the reactants needed to synthesize it. The reactants are: [F:1][C:2]1[CH:25]=[CH:24][C:5]([CH2:6][NH:7][C:8]([C:10]2[N:11]=[C:12]3CC(NC)C[CH2:18][N:13]3[C:14](=[O:17])[C:15]=2[OH:16])=[O:9])=[CH:4][CH:3]=1.[OH:26]N1C2C=CC=CC=2N=N1.Cl.CN(C)CCCN=C=NCC.C[CH2:49][N:50]([CH:54]([CH3:56])C)[CH:51]([CH3:53])[CH3:52].C(O)(=O)C. (7) Given the product [F:1][C:2]1[CH:7]=[C:6]([CH:5]=[CH:4][C:3]=1[N:11]1[C:15]([CH3:16])=[N:14][CH:13]=[N:12]1)[NH2:8], predict the reactants needed to synthesize it. The reactants are: [F:1][C:2]1[CH:7]=[C:6]([N+:8]([O-])=O)[CH:5]=[CH:4][C:3]=1[N:11]1[C:15]([CH3:16])=[N:14][CH:13]=[N:12]1. (8) Given the product [N:17]1([CH2:23][CH2:24][O:25][C:26]2[CH:27]=[C:28]3[C:32](=[CH:33][CH:34]=2)[NH:31][C:30]([CH:35]=[C:9]2[C:8]4[C:12](=[CH:13][CH:14]=[CH:15][C:7]=4[CH:4]4[CH2:3][CH2:2][NH:1][CH2:6][CH2:5]4)[NH:11][C:10]2=[O:16])=[CH:29]3)[CH2:18][CH2:19][O:20][CH2:21][CH2:22]1, predict the reactants needed to synthesize it. The reactants are: [NH:1]1[CH2:6][CH2:5][CH:4]([C:7]2[CH:15]=[CH:14][CH:13]=[C:12]3[C:8]=2[CH2:9][C:10](=[O:16])[NH:11]3)[CH2:3][CH2:2]1.[N:17]1([CH2:23][CH2:24][O:25][C:26]2[CH:27]=[C:28]3[C:32](=[CH:33][CH:34]=2)[NH:31][C:30]([CH:35]=O)=[CH:29]3)[CH2:22][CH2:21][O:20][CH2:19][CH2:18]1.